This data is from Catalyst prediction with 721,799 reactions and 888 catalyst types from USPTO. The task is: Predict which catalyst facilitates the given reaction. (1) Reactant: CCN(C(C)C)C(C)C.[C:10]1([N:16]2[CH:20]=[C:19]([C:21]([OH:23])=O)[N:18]=[CH:17]2)[CH:15]=[CH:14][CH:13]=[CH:12][CH:11]=1.C1C=CC2N(O)N=NC=2C=1.CCN=C=NCCCN(C)C.Cl.[NH2:46][CH2:47][C:48]([N:50]1[CH2:55][CH2:54][CH:53]([O:56][C:57]2[CH:62]=[C:61]([F:63])[CH:60]=[CH:59][C:58]=2[Cl:64])[CH2:52][CH2:51]1)=[O:49]. Product: [Cl:64][C:58]1[CH:59]=[CH:60][C:61]([F:63])=[CH:62][C:57]=1[O:56][CH:53]1[CH2:54][CH2:55][N:50]([C:48](=[O:49])[CH2:47][NH:46][C:21]([C:19]2[N:18]=[CH:17][N:16]([C:10]3[CH:11]=[CH:12][CH:13]=[CH:14][CH:15]=3)[CH:20]=2)=[O:23])[CH2:51][CH2:52]1. The catalyst class is: 18. (2) Reactant: [CH3:1][N:2]([CH3:16])[S:3]([C:6]1[CH:7]=[C:8]2[C:12](=[CH:13][CH:14]=1)[NH:11][C:10](=[O:15])[CH2:9]2)(=[O:5])=[O:4].[C:17]1([CH:27]=O)[C:26]2[C:20]([CH:21]=[CH:22][CH:23]=[CH:24][CH:25]=2)=[CH:19][CH:18]=1.N1CCCC1. Product: [CH3:1][N:2]([CH3:16])[S:3]([C:6]1[CH:7]=[C:8]2[C:12](=[CH:13][CH:14]=1)[NH:11][C:10](=[O:15])[C:9]2=[CH:27][C:17]1[C:26]2[C:20]([CH:21]=[CH:22][CH:23]=[CH:24][CH:25]=2)=[CH:19][CH:18]=1)(=[O:5])=[O:4]. The catalyst class is: 8. (3) Reactant: [CH3:1][C:2]1[N:6]([C:7]2[CH:12]=[CH:11][CH:10]=[CH:9][CH:8]=2)[N:5]=[CH:4][C:3]=1[CH:13]=O.N1C=CC=CC=1.Cl.[NH2:22][OH:23]. Product: [CH3:1][C:2]1[N:6]([C:7]2[CH:12]=[CH:11][CH:10]=[CH:9][CH:8]=2)[N:5]=[CH:4][C:3]=1[CH:13]=[N:22][OH:23]. The catalyst class is: 8. (4) Reactant: [CH:15]1[CH:16]=[C:17]([C:18]([OH:20])=O)[C:12]([S:11][S:11][C:12]2[C:17]([C:18]([OH:20])=O)=[CH:16][CH:15]=[CH:14][CH:13]=2)=[CH:13][CH:14]=1.[Cl:21][C:22]1[CH:32]=[CH:31][C:25]([O:26][CH2:27][C:28]([OH:30])=[O:29])=[CH:24][CH:23]=1. Product: [Cl:21][C:22]1[C:23]2[C:18](=[O:20])[C:17]3[C:12](=[CH:13][CH:14]=[CH:15][CH:16]=3)[S:11][C:24]=2[C:25]([O:26][CH2:27][C:28]([OH:30])=[O:29])=[CH:31][CH:32]=1. The catalyst class is: 65. (5) Product: [C:1]([C:5]1[CH:13]=[C:9]([CH2:10][OH:11])[CH:8]=[C:7]([CH2:14][OH:15])[CH:6]=1)([CH3:4])([CH3:2])[CH3:3]. Reactant: [C:1]([C:5]1[CH:6]=[C:7]([C:14](O)=[O:15])[CH:8]=[C:9]([CH:13]=1)[C:10](O)=[O:11])([CH3:4])([CH3:3])[CH3:2].[BH4-].[Na+].B(F)(F)F.CCOCC. The catalyst class is: 7.